This data is from Catalyst prediction with 721,799 reactions and 888 catalyst types from USPTO. The task is: Predict which catalyst facilitates the given reaction. (1) Reactant: [CH3:1][O:2][C:3](=[O:25])[C:4]1[CH:9]=[C:8](I)[CH:7]=[N:6][C:5]=1[O:11][C:12]1[CH:17]=[CH:16][C:15]([O:18][C:19]2[CH:24]=[CH:23][CH:22]=[CH:21][CH:20]=2)=[CH:14][CH:13]=1.[C:26]([O:30][C:31]([N:33]1[CH2:38][CH2:37][CH2:36][CH:35]([NH2:39])[CH2:34]1)=[O:32])([CH3:29])([CH3:28])[CH3:27].C(=O)([O-])[O-].[Cs+].[Cs+].CC(C1C=C(C(C)C)C(C2C(P(C3CCCCC3)C3CCCCC3)=C(OC)C=CC=2OC)=C(C(C)C)C=1)C. Product: [CH3:1][O:2][C:3](=[O:25])[C:4]1[CH:9]=[C:8]([NH:39][CH:35]2[CH2:36][CH2:37][CH2:38][N:33]([C:31]([O:30][C:26]([CH3:29])([CH3:28])[CH3:27])=[O:32])[CH2:34]2)[CH:7]=[N:6][C:5]=1[O:11][C:12]1[CH:17]=[CH:16][C:15]([O:18][C:19]2[CH:24]=[CH:23][CH:22]=[CH:21][CH:20]=2)=[CH:14][CH:13]=1. The catalyst class is: 62. (2) Reactant: Cl[C:2]1[N:7]=[N:6][C:5]([C:8]2[N:15]3[C:11]([O:12][CH:13]=[CH:14]3)=[N:10][C:9]=2[C:16]2[CH:21]=[CH:20][C:19]([F:22])=[CH:18][C:17]=2[F:23])=[CH:4][CH:3]=1.C(O)CC.O.[NH2:29][NH2:30]. Product: [F:23][C:17]1[CH:18]=[C:19]([F:22])[CH:20]=[CH:21][C:16]=1[C:9]1[N:10]=[C:11]2[N:15]([C:8]=1[C:5]1[N:6]=[N:7][C:2]([NH:29][NH2:30])=[CH:3][CH:4]=1)[CH:14]=[CH:13][O:12]2. The catalyst class is: 2. (3) Reactant: [F:1][C:2]1[CH:3]=[C:4]([OH:9])[CH:5]=[C:6]([F:8])[CH:7]=1.N1C=CN=C1.[CH3:15][C:16]([Si:19](Cl)([CH3:21])[CH3:20])([CH3:18])[CH3:17]. Product: [C:16]([Si:19]([O:9][C:4]1[CH:3]=[C:2]([F:1])[CH:7]=[C:6]([F:8])[CH:5]=1)([CH3:21])[CH3:20])([CH3:18])([CH3:17])[CH3:15]. The catalyst class is: 3. (4) Reactant: [H-].[Na+].[C@H:3]1([CH2:11][OH:12])[CH2:8][CH2:7][C@H:6]([CH2:9][OH:10])[CH2:5][CH2:4]1.[CH3:13][O:14][C:15]1[CH:16]=[C:17]([CH:35]=[CH:36][CH:37]=1)[CH2:18][NH:19][C:20]([C:22]1[NH:31][C:30](=[O:32])[C:29]2[C:24](=[CH:25][CH:26]=[C:27]([F:34])[C:28]=2F)[N:23]=1)=[O:21].Cl. Product: [F:34][C:27]1[C:28]([O:10][CH2:9][C@H:6]2[CH2:7][CH2:8][C@H:3]([CH2:11][OH:12])[CH2:4][CH2:5]2)=[C:29]2[C:24](=[CH:25][CH:26]=1)[N:23]=[C:22]([C:20]([NH:19][CH2:18][C:17]1[CH:35]=[CH:36][CH:37]=[C:15]([O:14][CH3:13])[CH:16]=1)=[O:21])[NH:31][C:30]2=[O:32]. The catalyst class is: 675. (5) Reactant: [C:1](Cl)(=[O:3])[CH3:2].[Br:5][C:6]1[CH:7]=[C:8]([O:12][CH3:13])[CH:9]=[CH:10][CH:11]=1. Product: [Br:5][C:6]1[CH:7]=[C:8]([O:12][CH3:13])[CH:9]=[CH:10][C:11]=1[C:1](=[O:3])[CH3:2]. The catalyst class is: 534. (6) Reactant: F[B-](F)(F)F.C(N(CC)C=[N+](CC)CC)C.CC(C)([O-])C.[K+].[C:23]([O:27][C:28]([N:30]1[C:34](=[O:35])[CH2:33][CH2:32][C@H:31]1CC1C=CC(C2C=CC=CC=2)=CC=1)=[O:29])([CH3:26])([CH3:25])[CH3:24]. The catalyst class is: 1. Product: [C:23]([O:27][C:28]([N:30]1[CH2:31][CH2:32][CH2:33][C:34]1=[O:35])=[O:29])([CH3:26])([CH3:24])[CH3:25].